This data is from M1 muscarinic receptor agonist screen with 61,833 compounds. The task is: Binary Classification. Given a drug SMILES string, predict its activity (active/inactive) in a high-throughput screening assay against a specified biological target. (1) The compound is O=C(c1c(n(c(c1C(=O)C)C)c1cc(OC)ccc1)C)C. The result is 0 (inactive). (2) The molecule is O(c1ccc(cc1)C(OCC(=O)Nc1ccccc1)=O)c1nc(N(C)C)nc(N(C)C)n1. The result is 0 (inactive). (3) The molecule is O(CCCn\1c2nc3n(c(=O)c2cc(c1=N\C(=O)c1ccncc1)C#N)cccc3)C(C)C. The result is 1 (active).